Predict the reactants needed to synthesize the given product. From a dataset of Full USPTO retrosynthesis dataset with 1.9M reactions from patents (1976-2016). (1) Given the product [NH2:30][C:15]1[N:16]=[CH:17][C:18]([C:19]2[CH:20]=[N:21][N:22]([CH:24]3[CH2:25][CH2:26][N:27]([C:35](=[O:36])[CH2:34][O:33][CH3:32])[CH2:28][CH2:29]3)[CH:23]=2)=[C:13]2[CH:12]=[C:11]([C:6]3[CH:7]=[CH:8][CH:9]=[C:10]4[C:5]=3[CH:4]=[CH:3][N:2]=[CH:1]4)[O:31][C:14]=12, predict the reactants needed to synthesize it. The reactants are: [CH:1]1[C:10]2[C:5](=[C:6]([C:11]3[O:31][C:14]4=[C:15]([NH2:30])[N:16]=[CH:17][C:18]([C:19]5[CH:20]=[N:21][N:22]([CH:24]6[CH2:29][CH2:28][NH:27][CH2:26][CH2:25]6)[CH:23]=5)=[C:13]4[CH:12]=3)[CH:7]=[CH:8][CH:9]=2)[CH:4]=[CH:3][N:2]=1.[CH3:32][O:33][CH2:34][C:35](Cl)=[O:36].CCN(C(C)C)C(C)C. (2) Given the product [CH2:51]([O:55][C:56]([N:58]1[CH2:59][CH2:60][N:61]([C:64](=[O:88])[C@@H:65]([NH:87][C:27]([C:18]2[CH:17]=[C:16]([O:15][CH2:14][C:13]([N:9]3[CH2:10][CH2:11][CH2:12][C@H:8]3[C:6](=[O:7])[NH:5][CH:1]3[CH2:4][CH2:3][CH2:2]3)=[O:30])[N:20]([C:21]3[CH:22]=[CH:23][CH:24]=[CH:25][CH:26]=3)[N:19]=2)=[O:28])[CH2:66][CH2:67][CH2:68][O:69][Si:70]([C:83]([CH3:86])([CH3:85])[CH3:84])([C:77]2[CH:82]=[CH:81][CH:80]=[CH:79][CH:78]=2)[C:71]2[CH:76]=[CH:75][CH:74]=[CH:73][CH:72]=2)[CH2:62][CH2:63]1)=[O:57])[CH2:52][CH2:53][CH3:54], predict the reactants needed to synthesize it. The reactants are: [CH:1]1([NH:5][C:6]([C@@H:8]2[CH2:12][CH2:11][CH2:10][N:9]2[C:13](=[O:30])[CH2:14][O:15][C:16]2[N:20]([C:21]3[CH:26]=[CH:25][CH:24]=[CH:23][CH:22]=3)[N:19]=[C:18]([C:27](O)=[O:28])[CH:17]=2)=[O:7])[CH2:4][CH2:3][CH2:2]1.C1C=CC2N(O)N=NC=2C=1.CCN(C(C)C)C(C)C.Cl.[CH2:51]([O:55][C:56]([N:58]1[CH2:63][CH2:62][N:61]([C:64](=[O:88])[C@@H:65]([NH2:87])[CH2:66][CH2:67][CH2:68][O:69][Si:70]([C:83]([CH3:86])([CH3:85])[CH3:84])([C:77]2[CH:82]=[CH:81][CH:80]=[CH:79][CH:78]=2)[C:71]2[CH:76]=[CH:75][CH:74]=[CH:73][CH:72]=2)[CH2:60][CH2:59]1)=[O:57])[CH2:52][CH2:53][CH3:54]. (3) The reactants are: [NH:1]1[C:5]2[CH:6]=[C:7]([C:10]3[N:14]=[C:13]([C:15]4[CH:16]=[CH:17][C:18]([O:23][CH:24]([CH3:29])[C:25]([F:28])([F:27])[F:26])=[C:19]([CH:22]=4)[CH:20]=[O:21])[O:12][N:11]=3)[CH:8]=[CH:9][C:4]=2[N:3]=[CH:2]1.P([O-])(O)(O)=[O:31].[K+].CC(=CC)C.[Cl:41]([O-])=O.[Na+]. Given the product [ClH:41].[NH:3]1[C:4]2[CH:9]=[CH:8][C:7]([C:10]3[N:14]=[C:13]([C:15]4[CH:16]=[CH:17][C:18]([O:23][CH:24]([CH3:29])[C:25]([F:27])([F:28])[F:26])=[C:19]([CH:22]=4)[C:20]([OH:31])=[O:21])[O:12][N:11]=3)=[CH:6][C:5]=2[N:1]=[CH:2]1, predict the reactants needed to synthesize it. (4) Given the product [NH2:11][C:9]1[CH:8]=[CH:7][CH:6]=[C:5]2[C:10]=1[C:2]([CH2:21][C:22]([O:24][CH2:25][CH3:26])=[O:23])([CH3:1])[CH2:3][N:4]2[CH2:14][C:15]([O:17][CH2:18][CH3:19])=[O:16], predict the reactants needed to synthesize it. The reactants are: [CH3:1][C:2]1([CH2:21][C:22]([O:24][CH2:25][CH3:26])=[O:23])[C:10]2[C:5](=[CH:6][CH:7]=[CH:8][C:9]=2[N+:11]([O-])=O)[N:4]([CH2:14][C:15]([O:17][CH2:18][CH3:19])=[O:16])[C:3]1=S. (5) Given the product [OH:1][C:2]1([C:15]([N:17]2[CH2:24][CH2:23][CH2:22][C@H:18]2[C:19]([NH:37][CH2:36][C:31]2[CH:32]=[CH:33][CH:34]=[CH:35][C:30]=2[N:28]2[CH:29]=[N:25][N:26]=[CH:27]2)=[O:20])=[O:16])[C:14]2[CH:13]=[CH:12][CH:11]=[CH:10][C:9]=2[C:8]2[C:3]1=[CH:4][CH:5]=[CH:6][CH:7]=2, predict the reactants needed to synthesize it. The reactants are: [OH:1][C:2]1([C:15]([N:17]2[CH2:24][CH2:23][CH2:22][C@H:18]2[C:19](O)=[O:20])=[O:16])[C:14]2[CH:13]=[CH:12][CH:11]=[CH:10][C:9]=2[C:8]2[C:3]1=[CH:4][CH:5]=[CH:6][CH:7]=2.[N:25]1[N:26]=[CH:27][N:28]([C:30]2[CH:35]=[CH:34][CH:33]=[CH:32][C:31]=2[CH2:36][NH2:37])[CH:29]=1.CN([P+](ON1N=NC2C=CC=CC1=2)(N(C)C)N(C)C)C.F[P-](F)(F)(F)(F)F.CN1CCOCC1. (6) The reactants are: [NH2:1][C:2]1[C:3]2[N:11]=[C:10]([C:12]3[CH:13]=[C:14]([CH:18]=[C:19]([F:21])[CH:20]=3)[C:15]([OH:17])=O)[CH:9]=[CH:8][C:4]=2[N:5]=[CH:6][N:7]=1.[CH:22]1([NH2:26])[CH2:25][CH2:24][CH2:23]1.CN(C(ON1N=NC2C=CC=NC1=2)=[N+](C)C)C.F[P-](F)(F)(F)(F)F.CCN(C(C)C)C(C)C. Given the product [NH2:1][C:2]1[C:3]2[N:11]=[C:10]([C:12]3[CH:13]=[C:14]([CH:18]=[C:19]([F:21])[CH:20]=3)[C:15]([NH:26][CH:22]3[CH2:25][CH2:24][CH2:23]3)=[O:17])[CH:9]=[CH:8][C:4]=2[N:5]=[CH:6][N:7]=1, predict the reactants needed to synthesize it.